Dataset: HIV replication inhibition screening data with 41,000+ compounds from the AIDS Antiviral Screen. Task: Binary Classification. Given a drug SMILES string, predict its activity (active/inactive) in a high-throughput screening assay against a specified biological target. (1) The drug is CN(C)C1=CC(=O)c2ccccc2C12CO2. The result is 0 (inactive). (2) The molecule is O=C1CCC2CCc3cccc4oc1c2c34. The result is 0 (inactive). (3) The drug is OCC(O)C1OCOC2COCOC21. The result is 0 (inactive).